Dataset: NCI-60 drug combinations with 297,098 pairs across 59 cell lines. Task: Regression. Given two drug SMILES strings and cell line genomic features, predict the synergy score measuring deviation from expected non-interaction effect. (1) Drug 1: C1C(C(OC1N2C=NC3=C(N=C(N=C32)Cl)N)CO)O. Synergy scores: CSS=-4.70, Synergy_ZIP=2.13, Synergy_Bliss=-1.25, Synergy_Loewe=-6.22, Synergy_HSA=-7.33. Drug 2: C1=CC=C(C=C1)NC(=O)CCCCCCC(=O)NO. Cell line: NCI-H322M. (2) Synergy scores: CSS=44.7, Synergy_ZIP=0.571, Synergy_Bliss=2.11, Synergy_Loewe=-15.2, Synergy_HSA=1.41. Drug 1: CC1=C2C(C(=O)C3(C(CC4C(C3C(C(C2(C)C)(CC1OC(=O)C(C(C5=CC=CC=C5)NC(=O)OC(C)(C)C)O)O)OC(=O)C6=CC=CC=C6)(CO4)OC(=O)C)O)C)O. Cell line: TK-10. Drug 2: CN(CC1=CN=C2C(=N1)C(=NC(=N2)N)N)C3=CC=C(C=C3)C(=O)NC(CCC(=O)O)C(=O)O. (3) Drug 1: CC1=C(C=C(C=C1)NC2=NC=CC(=N2)N(C)C3=CC4=NN(C(=C4C=C3)C)C)S(=O)(=O)N.Cl. Drug 2: CCN(CC)CCNC(=O)C1=C(NC(=C1C)C=C2C3=C(C=CC(=C3)F)NC2=O)C. Cell line: HOP-92. Synergy scores: CSS=-5.16, Synergy_ZIP=1.35, Synergy_Bliss=-1.53, Synergy_Loewe=-6.12, Synergy_HSA=-6.20. (4) Drug 1: CS(=O)(=O)CCNCC1=CC=C(O1)C2=CC3=C(C=C2)N=CN=C3NC4=CC(=C(C=C4)OCC5=CC(=CC=C5)F)Cl. Drug 2: C1=NC2=C(N1)C(=S)N=CN2. Cell line: A549. Synergy scores: CSS=53.0, Synergy_ZIP=2.36, Synergy_Bliss=-0.0621, Synergy_Loewe=-0.417, Synergy_HSA=3.24. (5) Drug 1: C1=CC=C(C(=C1)C(C2=CC=C(C=C2)Cl)C(Cl)Cl)Cl. Drug 2: CS(=O)(=O)OCCCCOS(=O)(=O)C. Cell line: SR. Synergy scores: CSS=62.2, Synergy_ZIP=-0.857, Synergy_Bliss=0.744, Synergy_Loewe=-3.53, Synergy_HSA=3.62.